Dataset: Reaction yield outcomes from USPTO patents with 853,638 reactions. Task: Predict the reaction yield, written as a fraction of the theoretical maximum amount of product (1.0 means a 100% yield; for example, 0.34 means a 34% yield). (1) The reactants are [Br:1][C:2]1[C:3]([OH:12])=[C:4]([CH:7]=[CH:8][C:9]=1[O:10][CH3:11])[CH:5]=[O:6].IC.[C:15]([O-])([O-])=O.[K+].[K+].O. The catalyst is CN(C)C=O. The product is [Br:1][C:2]1[C:3]([O:12][CH3:15])=[C:4]([CH:7]=[CH:8][C:9]=1[O:10][CH3:11])[CH:5]=[O:6]. The yield is 0.840. (2) The reactants are [Cl:1][C:2]1[N:7]=[C:6]([NH:8]C(=O)C)[CH:5]=[C:4]([N:12]2[C:16]([CH3:17])=[CH:15][C:14]([CH3:18])=[N:13]2)[N:3]=1.C([O-])([O-])=O.[K+].[K+]. The catalyst is CO. The product is [Cl:1][C:2]1[N:7]=[C:6]([NH2:8])[CH:5]=[C:4]([N:12]2[C:16]([CH3:17])=[CH:15][C:14]([CH3:18])=[N:13]2)[N:3]=1. The yield is 0.970. (3) The yield is 0.540. The catalyst is CN(C1C=CN=CC=1)C.CCOC(C)=O. The reactants are C(C1NC=CC=1)(OC(C)(C)C)=[O:2].[C:13]([O:17][C:18]([NH:20][C:21]1[CH:22]=[C:23]([C:27]([NH:29][C:30]2[CH:31]=[C:32]([C:36]([NH:38][C:39]3[CH:40]=[C:41]([C:45](OC)=[O:46])[N:42]([CH3:44])[CH:43]=3)=[O:37])[N:33]([CH3:35])[CH:34]=2)=[O:28])[N:24]([CH3:26])[CH:25]=1)=[O:19])([CH3:16])([CH3:15])[CH3:14].Cl.C(OC([NH:57][C:58]1[CH:59]=[C:60]([C:64]([NH:66][C:67]2[CH:68]=[C:69]([C:73]([NH:75][C:76]3[CH:77]=[C:78](C(O)=O)[N:79](C)[CH:80]=3)=[O:74])[N:70]([CH3:72])[CH:71]=2)=[O:65])[N:61]([CH3:63])[CH:62]=1)=O)(C)(C)C.CCN=C=NCCCN(C)C.O1[CH2:101][CH2:100][O:99][CH2:98]C1. The product is [C:13]([O:17][C:18]([NH:20][C:21]1[CH:22]=[C:23]([C:27]([NH:29][C:30]2[CH:31]=[C:32]([C:36]([NH:38][C:39]3[CH:40]=[C:41]([C:45]([NH:57][C:58]4[CH:59]=[C:60]([C:64]([NH:66][C:67]5[CH:68]=[C:69]([C:73]([NH:75][C:76]6[CH:77]=[C:101]([C:100]([O:99][CH3:98])=[O:2])[N:79]([CH3:78])[CH:80]=6)=[O:74])[N:70]([CH3:72])[CH:71]=5)=[O:65])[N:61]([CH3:63])[CH:62]=4)=[O:46])[N:42]([CH3:44])[CH:43]=3)=[O:37])[N:33]([CH3:35])[CH:34]=2)=[O:28])[N:24]([CH3:26])[CH:25]=1)=[O:19])([CH3:16])([CH3:14])[CH3:15]. (4) The reactants are [Br:1][C:2]1[N:3]=[C:4]([NH:15][CH:16]([CH3:18])[CH3:17])[C:5]([NH:8][CH2:9][C:10](OCC)=[O:11])=[N:6][CH:7]=1.C(O)(C(F)(F)F)=O. The product is [Br:1][C:2]1[N:3]=[C:4]2[N:15]([CH:16]([CH3:18])[CH3:17])[C:10](=[O:11])[CH2:9][NH:8][C:5]2=[N:6][CH:7]=1. The yield is 0.394. The catalyst is CO.